Dataset: Full USPTO retrosynthesis dataset with 1.9M reactions from patents (1976-2016). Task: Predict the reactants needed to synthesize the given product. (1) Given the product [F:1][C:2]1[C:3]([NH:27][C:28]2[CH:33]=[CH:32][C:31]([I:34])=[CH:30][C:29]=2[F:35])=[C:4]([C:9]([N:11]2[CH2:12][C:13]([CH2:16][N:17]([CH2:25][CH3:26])[C:18](=[O:24])[O:19][C:20]([CH3:23])([CH3:21])[CH3:22])([F:42])[CH2:14]2)=[O:10])[CH:5]=[CH:6][C:7]=1[F:8], predict the reactants needed to synthesize it. The reactants are: [F:1][C:2]1[C:3]([NH:27][C:28]2[CH:33]=[CH:32][C:31]([I:34])=[CH:30][C:29]=2[F:35])=[C:4]([C:9]([N:11]2[CH2:14][C:13]([CH2:16][N:17]([CH2:25][CH3:26])[C:18](=[O:24])[O:19][C:20]([CH3:23])([CH3:22])[CH3:21])(O)[CH2:12]2)=[O:10])[CH:5]=[CH:6][C:7]=1[F:8].CCN(S(F)(F)[F:42])CC. (2) The reactants are: [CH3:1][O:2][N:3]=[C:4]1[C:8]([CH2:11]OS(C)(=O)=O)([CH2:9][OH:10])[CH2:7][N:6]([CH2:17][C:18]2[CH:23]=[CH:22][CH:21]=[CH:20][CH:19]=2)[CH2:5]1.[N-:24]=[N+:25]=[N-:26].[Na+]. Given the product [CH3:1][O:2][N:3]=[C:4]1[C:8]([CH2:11][N:24]=[N+:25]=[N-:26])([CH2:9][OH:10])[CH2:7][N:6]([CH2:17][C:18]2[CH:23]=[CH:22][CH:21]=[CH:20][CH:19]=2)[CH2:5]1, predict the reactants needed to synthesize it. (3) Given the product [CH:21]([NH:28][C:29]([N:12]1[CH2:13][CH2:14][N:9]([CH2:8][CH:5]2[CH2:6][CH2:7][N:2]([CH3:1])[CH2:3][CH2:4]2)[CH2:10][CH2:11]1)=[O:30])([C:22]1[CH:23]=[CH:24][CH:25]=[CH:26][CH:27]=1)[C:15]1[CH:20]=[CH:19][CH:18]=[CH:17][CH:16]=1, predict the reactants needed to synthesize it. The reactants are: [CH3:1][N:2]1[CH2:7][CH2:6][CH:5]([CH2:8][N:9]2[CH2:14][CH2:13][NH:12][CH2:11][CH2:10]2)[CH2:4][CH2:3]1.[C:15]1([CH:21]([N:28]=[C:29]=[O:30])[C:22]2[CH:27]=[CH:26][CH:25]=[CH:24][CH:23]=2)[CH:20]=[CH:19][CH:18]=[CH:17][CH:16]=1. (4) Given the product [F:35][C:32]1[CH:31]=[CH:30][C:29]([C:10]2[C:9]([OH:8])=[CH:14][C:13]([C:15]([N:17]([O:19][CH3:20])[CH3:18])=[O:16])=[CH:12][C:11]=2[OH:21])=[CH:34][CH:33]=1, predict the reactants needed to synthesize it. The reactants are: C([O:8][C:9]1[CH:14]=[C:13]([C:15]([N:17]([O:19][CH3:20])[CH3:18])=[O:16])[CH:12]=[C:11]([O:21]CC2C=CC=CC=2)[C:10]=1[C:29]1[CH:34]=[CH:33][C:32]([F:35])=[CH:31][CH:30]=1)C1C=CC=CC=1.CCO. (5) Given the product [CH2:27]([N:31]1[CH2:36][CH2:35][N:34]([CH:14]([C:16]2[CH:21]=[CH:20][CH:19]=[CH:18][CH:17]=2)[CH2:13][N:10]2[CH2:11][CH2:12][CH:7]([N:1]3[CH2:6][CH2:5][CH2:4][CH2:3][CH2:2]3)[CH2:8][CH2:9]2)[CH2:33][CH2:32]1)[CH2:28][CH2:29][CH3:30], predict the reactants needed to synthesize it. The reactants are: [N:1]1([CH:7]2[CH2:12][CH2:11][N:10]([CH2:13][CH:14]([C:16]3[CH:21]=[CH:20][CH:19]=[CH:18][CH:17]=3)O)[CH2:9][CH2:8]2)[CH2:6][CH2:5][CH2:4][CH2:3][CH2:2]1.CS(Cl)(=O)=O.[CH2:27]([N:31]1[CH2:36][CH2:35][NH:34][CH2:33][CH2:32]1)[CH2:28][CH2:29][CH3:30]. (6) Given the product [F:8][C:7]1[C:2]2[NH:1][C:13](=[O:14])[CH2:12][O:10][C:3]=2[CH:4]=[CH:5][C:6]=1[F:9], predict the reactants needed to synthesize it. The reactants are: [NH2:1][C:2]1[C:7]([F:8])=[C:6]([F:9])[CH:5]=[CH:4][C:3]=1[OH:10].Cl[CH2:12][C:13](Cl)=[O:14].C([O-])([O-])=O.[K+].[K+].